From a dataset of Peptide-MHC class I binding affinity with 185,985 pairs from IEDB/IMGT. Regression. Given a peptide amino acid sequence and an MHC pseudo amino acid sequence, predict their binding affinity value. This is MHC class I binding data. (1) The peptide sequence is TTAEFTVPK. The MHC is HLA-B40:01 with pseudo-sequence HLA-B40:01. The binding affinity (normalized) is 0.0847. (2) The peptide sequence is TTWCDGKKF. The MHC is HLA-B07:02 with pseudo-sequence HLA-B07:02. The binding affinity (normalized) is 0.0847. (3) The peptide sequence is AFPTSCHM. The MHC is HLA-A68:01 with pseudo-sequence HLA-A68:01. The binding affinity (normalized) is 0. (4) The peptide sequence is VCDKCLKFY. The MHC is HLA-A01:01 with pseudo-sequence HLA-A01:01. The binding affinity (normalized) is 0.